Dataset: Full USPTO retrosynthesis dataset with 1.9M reactions from patents (1976-2016). Task: Predict the reactants needed to synthesize the given product. (1) Given the product [O:12]1[CH:13]=[CH:14][CH:15]=[C:11]1[C:9]1[N:10]=[C:6]([NH:5][C:3](=[O:4])[CH2:2][N:30]2[CH2:31][CH2:32][CH:27]([O:26][CH3:25])[CH2:28][CH2:29]2)[S:7][C:8]=1[C:16]([CH:18]1[CH2:23][CH2:22][O:21][CH2:20][CH2:19]1)=[O:17], predict the reactants needed to synthesize it. The reactants are: Br[CH2:2][C:3]([NH:5][C:6]1[S:7][C:8]([C:16]([CH:18]2[CH2:23][CH2:22][O:21][CH2:20][CH2:19]2)=[O:17])=[C:9]([C:11]2[O:12][CH:13]=[CH:14][CH:15]=2)[N:10]=1)=[O:4].Cl.[CH3:25][O:26][CH:27]1[CH2:32][CH2:31][NH:30][CH2:29][CH2:28]1.C(N(CC)CC)C. (2) Given the product [ClH:27].[N:1]1([CH2:7][CH2:8][NH:9][C:10]([C:12]2[NH:13][C:14]([CH:17]=[C:18]3[C:26]4[C:25]([NH:45][C:41]5[CH:40]=[C:39]6[C:44](=[CH:43][CH:42]=5)[N:36]([CH2:29][C:30]5[CH:31]=[CH:32][CH:33]=[CH:34][CH:35]=5)[CH:37]=[CH:38]6)=[N:24][CH:23]=[N:22][C:21]=4[NH:20][C:19]3=[O:28])=[CH:15][CH:16]=2)=[O:11])[CH2:6][CH2:5][O:4][CH2:3][CH2:2]1, predict the reactants needed to synthesize it. The reactants are: [N:1]1([CH2:7][CH2:8][NH:9][C:10]([C:12]2[NH:13][C:14]([CH:17]=[C:18]3[C:26]4[C:25]([Cl:27])=[N:24][CH:23]=[N:22][C:21]=4[NH:20][C:19]3=[O:28])=[CH:15][CH:16]=2)=[O:11])[CH2:6][CH2:5][O:4][CH2:3][CH2:2]1.[CH2:29]([N:36]1[C:44]2[C:39](=[CH:40][C:41]([NH2:45])=[CH:42][CH:43]=2)[CH:38]=[CH:37]1)[C:30]1[CH:35]=[CH:34][CH:33]=[CH:32][CH:31]=1.C1(C)C=CC(S(O)(=O)=O)=CC=1. (3) Given the product [NH2:10][C@H:7]1[C:8](=[O:9])[N:4]2[C@@H:5]1[S:21](=[O:25])(=[O:22])[C:2]([CH3:14])([CH3:1])[C@@H:3]2[C:11]([OH:13])=[O:12], predict the reactants needed to synthesize it. The reactants are: [CH3:1][C:2]1([CH3:14])S[C@@H:5]2[C@H:7]([NH2:10])[C:8](=[O:9])[N:4]2[C@H:3]1[C:11]([OH:13])=[O:12].[Mn]([O-])(=O)(=O)=O.[K+].[S:21](=[O:25])(=O)(O)[OH:22].S(=O)(O)[O-].[Na+].N. (4) Given the product [Br:1][C:2]1[S:6][C:5]([C:7]([NH2:24])=[O:8])=[C:4]([NH:11][CH2:12][C:13]2[CH:18]=[CH:17][CH:16]=[CH:15][N:14]=2)[CH:3]=1, predict the reactants needed to synthesize it. The reactants are: [Br:1][C:2]1[S:6][C:5]([C:7](OC)=[O:8])=[C:4]([NH:11][CH2:12][C:13]2[CH:18]=[CH:17][CH:16]=[CH:15][N:14]=2)[CH:3]=1.[OH-].[Na+].Cl.C([N:24](CC)CC)C.[Cl-].[NH4+].Cl.C(N=C=NCCCN(C)C)C.ON1C2C=CC=CC=2N=N1. (5) Given the product [NH2:26][C@@H:27]([C@H:46]([C:50]1[CH:51]=[CH:52][C:53]([C:56]([F:57])([F:58])[F:59])=[CH:54][CH:55]=1)[CH2:47][O:48][CH3:49])[CH2:28][NH:29][C:30]1[S:31][C:32]([C:35]2[CH:36]=[C:37]3[C:42](=[CH:43][CH:44]=2)[CH:41]=[N:40][C:39]([F:45])=[CH:38]3)=[CH:33][N:34]=1.[OH:1][CH2:2][C@@H:3]([NH:18][C:19](=[O:25])[O:20][C:21]([CH3:23])([CH3:22])[CH3:24])[C@H:4]([C:8]1[CH:9]=[CH:10][C:11]([C:14]([F:17])([F:16])[F:15])=[CH:12][CH:13]=1)[CH2:5][O:6][CH3:7], predict the reactants needed to synthesize it. The reactants are: [OH:1][CH2:2][C@@H:3]([NH:18][C:19](=[O:25])[O:20][C:21]([CH3:24])([CH3:23])[CH3:22])[C@H:4]([C:8]1[CH:13]=[CH:12][C:11]([C:14]([F:17])([F:16])[F:15])=[CH:10][CH:9]=1)[CH2:5][O:6][CH3:7].[NH2:26][C@H:27]([C@@H:46]([C:50]1[CH:55]=[CH:54][C:53]([C:56]([F:59])([F:58])[F:57])=[CH:52][CH:51]=1)[CH2:47][O:48][CH3:49])[CH2:28][NH:29][C:30]1[S:31][C:32]([C:35]2[CH:36]=[C:37]3[C:42](=[CH:43][CH:44]=2)[CH:41]=[N:40][C:39]([F:45])=[CH:38]3)=[CH:33][N:34]=1. (6) The reactants are: [NH2:1][C:2]1[CH:7]=[CH:6][C:5]([OH:8])=[CH:4][C:3]=1[F:9].CC(C)([O-:13])C.[K+].Cl[C:17]1[CH:22]=[CH:21][N:20]=[C:19]([CH2:23][NH-:24])[CH:18]=1.[OH-].[Na+]. Given the product [NH2:1][C:2]1[CH:7]=[CH:6][C:5]([O:8][C:17]2[CH:22]=[CH:21][N:20]=[C:19]([C:23]([NH2:24])=[O:13])[CH:18]=2)=[CH:4][C:3]=1[F:9], predict the reactants needed to synthesize it. (7) Given the product [Br:14][C:8]1[CH:7]=[CH:6][C:4]([NH2:5])=[C:3]([CH:9]2[CH2:13][CH2:12][CH2:11][O:10]2)[C:2]=1[F:1], predict the reactants needed to synthesize it. The reactants are: [F:1][C:2]1[C:3]([CH:9]2[CH2:13][CH2:12][CH2:11][O:10]2)=[C:4]([CH:6]=[CH:7][CH:8]=1)[NH2:5].[Br:14]N1C(=O)CCC1=O.